From a dataset of NCI-60 drug combinations with 297,098 pairs across 59 cell lines. Regression. Given two drug SMILES strings and cell line genomic features, predict the synergy score measuring deviation from expected non-interaction effect. (1) Drug 1: CC(C)(C#N)C1=CC(=CC(=C1)CN2C=NC=N2)C(C)(C)C#N. Drug 2: CC1C(C(CC(O1)OC2CC(CC3=C2C(=C4C(=C3O)C(=O)C5=CC=CC=C5C4=O)O)(C(=O)C)O)N)O. Cell line: A549. Synergy scores: CSS=63.5, Synergy_ZIP=3.88, Synergy_Bliss=4.12, Synergy_Loewe=-4.51, Synergy_HSA=4.67. (2) Drug 1: C1C(C(OC1N2C=NC3=C(N=C(N=C32)Cl)N)CO)O. Drug 2: CC1=C(C=C(C=C1)C(=O)NC2=CC(=CC(=C2)C(F)(F)F)N3C=C(N=C3)C)NC4=NC=CC(=N4)C5=CN=CC=C5. Cell line: SNB-19. Synergy scores: CSS=40.0, Synergy_ZIP=-0.843, Synergy_Bliss=-2.96, Synergy_Loewe=-14.7, Synergy_HSA=-1.55. (3) Drug 1: CCN(CC)CCNC(=O)C1=C(NC(=C1C)C=C2C3=C(C=CC(=C3)F)NC2=O)C. Drug 2: CC1CC(C(C(C=C(C(C(C=CC=C(C(=O)NC2=CC(=O)C(=C(C1)C2=O)OC)C)OC)OC(=O)N)C)C)O)OC. Cell line: NCIH23. Synergy scores: CSS=69.7, Synergy_ZIP=1.71, Synergy_Bliss=-0.114, Synergy_Loewe=-2.68, Synergy_HSA=4.44. (4) Drug 2: C1C(C(OC1N2C=NC3=C(N=C(N=C32)Cl)N)CO)O. Synergy scores: CSS=-0.0600, Synergy_ZIP=-3.63, Synergy_Bliss=-6.18, Synergy_Loewe=-7.85, Synergy_HSA=-8.50. Drug 1: COC1=C(C=C2C(=C1)N=CN=C2NC3=CC(=C(C=C3)F)Cl)OCCCN4CCOCC4. Cell line: UACC-257. (5) Drug 1: C1CC(=O)NC(=O)C1N2CC3=C(C2=O)C=CC=C3N. Drug 2: CC(CN1CC(=O)NC(=O)C1)N2CC(=O)NC(=O)C2. Cell line: OVCAR3. Synergy scores: CSS=15.0, Synergy_ZIP=-3.91, Synergy_Bliss=3.61, Synergy_Loewe=3.24, Synergy_HSA=3.18.